From a dataset of Forward reaction prediction with 1.9M reactions from USPTO patents (1976-2016). Predict the product of the given reaction. (1) The product is: [Cl:1][C:2]1[CH:3]=[C:4]([CH:25]=[CH:26][C:27]=1[Cl:28])[O:5][C:6]1[CH:11]=[CH:10][CH:9]=[CH:8][C:7]=1[NH:12][S:13]([C:16]1[CH:17]=[CH:18][C:19]([C:20]([N:39]2[CH2:38][CH2:37][N:36]([CH2:35][CH2:34][N:29]3[CH2:30][CH2:31][CH2:32][CH2:33]3)[CH2:41][CH2:40]2)=[O:22])=[CH:23][CH:24]=1)(=[O:14])=[O:15]. Given the reactants [Cl:1][C:2]1[CH:3]=[C:4]([CH:25]=[CH:26][C:27]=1[Cl:28])[O:5][C:6]1[CH:11]=[CH:10][CH:9]=[CH:8][C:7]=1[NH:12][S:13]([C:16]1[CH:24]=[CH:23][C:19]([C:20]([OH:22])=O)=[CH:18][CH:17]=1)(=[O:15])=[O:14].[N:29]1([CH2:34][CH2:35][N:36]2[CH2:41][CH2:40][NH:39][CH2:38][CH2:37]2)[CH2:33][CH2:32][CH2:31][CH2:30]1, predict the reaction product. (2) The product is: [O:21]1[CH2:22][CH2:23][N:18]([C:2]2[CH:3]=[C:4]([CH:9]=[CH:10][N:11]=2)[C:5]([O:7][CH3:8])=[O:6])[CH2:19][CH2:20]1. Given the reactants Cl[C:2]1[CH:3]=[C:4]([CH:9]=[CH:10][N:11]=1)[C:5]([O:7][CH3:8])=[O:6].C(OCC)(=O)C.[NH:18]1[CH2:23][CH2:22][O:21][CH2:20][CH2:19]1, predict the reaction product. (3) Given the reactants Br.Br[CH2:3][C:4]([C:6]1[CH:11]=[CH:10][N:9]=[CH:8][CH:7]=1)=O.[NH2:12][C:13]([NH2:15])=[S:14].[OH-].[NH4+], predict the reaction product. The product is: [NH2:15][C:13]1[S:14][CH:3]=[C:4]([C:6]2[CH:11]=[CH:10][N:9]=[CH:8][CH:7]=2)[N:12]=1. (4) Given the reactants [Cl:1][C:2]1[CH:7]=[CH:6][C:5]([C:8]([C:10]2[CH:15]=[C:14]([O:16][CH3:17])[CH:13]=[CH:12][C:11]=2[NH:18][C:19](=[O:44])[C@H:20]([CH2:39][C:40]([O:42][CH3:43])=[O:41])[NH:21]C(OCC2C3C=CC=CC=3C3C2=CC=CC=3)=O)=O)=[CH:4][CH:3]=1.CCN(CC)CC.CC(O)=O, predict the reaction product. The product is: [CH3:43][O:42][C:40](=[O:41])[CH2:39][C@@H:20]1[N:21]=[C:8]([C:5]2[CH:6]=[CH:7][C:2]([Cl:1])=[CH:3][CH:4]=2)[C:10]2[CH:15]=[C:14]([O:16][CH3:17])[CH:13]=[CH:12][C:11]=2[NH:18][C:19]1=[O:44].